This data is from Full USPTO retrosynthesis dataset with 1.9M reactions from patents (1976-2016). The task is: Predict the reactants needed to synthesize the given product. (1) Given the product [Cl:1][C:2]1[CH:3]=[C:4]([C:5]2[N:25]=[C:23]([CH:20]3[CH2:22][CH2:21]3)[N:24]=[C:14]([OH:16])[C:13]=2[C:11]#[N:12])[CH:7]=[CH:8][C:9]=1[Cl:10], predict the reactants needed to synthesize it. The reactants are: [Cl:1][C:2]1[CH:3]=[C:4]([CH:7]=[CH:8][C:9]=1[Cl:10])[CH:5]=O.[C:11]([CH2:13][C:14]([O:16]CC)=O)#[N:12].Cl.[CH:20]1([C:23]([NH2:25])=[NH:24])[CH2:22][CH2:21]1.C(=O)([O-])[O-].[K+].[K+]. (2) The reactants are: [Cl:1][C:2]1[CH:7]=[C:6]([NH2:8])[C:5]([N+:9]([O-])=O)=[CH:4][N:3]=1.[CH2:12](O)C. Given the product [Cl:1][C:2]1[N:3]=[CH:4][C:5]2[N:9]=[CH:12][NH:8][C:6]=2[CH:7]=1, predict the reactants needed to synthesize it. (3) Given the product [Cl:30][C:31]1[CH:38]=[C:37]([O:39][C:40]2[CH:45]=[CH:44][CH:43]=[CH:42][C:41]=2[Cl:46])[CH:36]=[CH:35][C:32]=1[CH2:33][NH:34][C:59]([C:56]1([NH:55][C:53]([C:51]2[CH:50]=[N:49][CH:48]=[N:47][CH:52]=2)=[O:54])[CH2:58][CH2:57]1)=[O:60], predict the reactants needed to synthesize it. The reactants are: C(N(CC)CC)C.CN(C(ON1N=NC2C=CC=CC1=2)=[N+](C)C)C.[B-](F)(F)(F)F.[Cl:30][C:31]1[CH:38]=[C:37]([O:39][C:40]2[CH:45]=[CH:44][CH:43]=[CH:42][C:41]=2[Cl:46])[CH:36]=[CH:35][C:32]=1[CH2:33][NH2:34].[N:47]1[CH:52]=[C:51]([C:53]([NH:55][C:56]2([C:59](O)=[O:60])[CH2:58][CH2:57]2)=[O:54])[CH:50]=[N:49][CH:48]=1. (4) Given the product [C:44]([O:15][C:16]([N:18]1[CH2:19][CH2:20][C:21]([CH2:31][Br:32])([C:24]2[CH:29]=[CH:28][C:27]([Br:30])=[CH:26][CH:25]=2)[CH2:22][CH2:23]1)=[O:17])([CH3:47])([CH3:46])[CH3:45], predict the reactants needed to synthesize it. The reactants are: C1C2C(C[O:15][C:16]([N:18]3[CH2:23][CH2:22][C:21]([CH2:31][Br:32])([C:24]4[CH:29]=[CH:28][C:27]([Br:30])=[CH:26][CH:25]=4)[CH2:20][CH2:19]3)=[O:17])C3C(=CC=CC=3)C=2C=CC=1.O.C(N(CC)CC)C.C(OC(O[C:44]([CH3:47])([CH3:46])[CH3:45])=O)(O[C:44]([CH3:47])([CH3:46])[CH3:45])=O. (5) Given the product [CH3:14][N:15]([CH3:16])[CH2:12][C:10]1[O:11][C:7]([C:3]2[CH:2]=[N:1][CH:6]=[CH:5][CH:4]=2)=[CH:8][CH:9]=1, predict the reactants needed to synthesize it. The reactants are: [N:1]1[CH:6]=[CH:5][CH:4]=[C:3]([C:7]2[O:11][C:10]([CH:12]=O)=[CH:9][CH:8]=2)[CH:2]=1.[CH3:14][NH:15][CH3:16].Cl.C([BH3-])#N.[Na+]. (6) Given the product [O:36]1[CH2:37][CH2:38][CH2:39][CH2:40][CH:35]1[N:4]1[C:5]2[C:10](=[CH:9][C:8]([C:11]3[N:12]=[N:13][N:14]([C:16]([C:23]4[CH:24]=[CH:25][CH:26]=[CH:27][CH:28]=4)([C:17]4[CH:22]=[CH:21][CH:20]=[CH:19][CH:18]=4)[C:29]4[CH:30]=[CH:31][CH:32]=[CH:33][CH:34]=4)[N:15]=3)=[CH:7][CH:6]=2)[C:2]([C:46]2[CH:47]=[C:42]([NH2:41])[CH:43]=[CH:44][CH:45]=2)=[N:3]1, predict the reactants needed to synthesize it. The reactants are: Br[C:2]1[C:10]2[C:5](=[CH:6][CH:7]=[C:8]([C:11]3[N:12]=[N:13][N:14]([C:16]([C:29]4[CH:34]=[CH:33][CH:32]=[CH:31][CH:30]=4)([C:23]4[CH:28]=[CH:27][CH:26]=[CH:25][CH:24]=4)[C:17]4[CH:22]=[CH:21][CH:20]=[CH:19][CH:18]=4)[N:15]=3)[CH:9]=2)[N:4]([CH:35]2[CH2:40][CH2:39][CH2:38][CH2:37][O:36]2)[N:3]=1.[NH2:41][C:42]1[CH:43]=[C:44](B(O)O)[CH:45]=[CH:46][CH:47]=1.ClCCl.P([O-])([O-])([O-])=O.[K+].[K+].[K+]. (7) The reactants are: [C:1]([C:3]1([CH2:14][CH2:15][CH2:16]I)[CH2:6][N:5]([C:7]([O:9][C:10]([CH3:13])([CH3:12])[CH3:11])=[O:8])[CH2:4]1)#N.C([Li])CCC.C(O)(=[O:25])C. Given the product [O:25]=[C:1]1[CH2:16][CH2:15][CH2:14][C:3]21[CH2:6][N:5]([C:7]([O:9][C:10]([CH3:13])([CH3:12])[CH3:11])=[O:8])[CH2:4]2, predict the reactants needed to synthesize it. (8) Given the product [Br:1][C:2]1[CH:3]=[CH:4][C:5]([C:8]([NH:11][C:12](=[O:13])[O:14][C:15]([CH3:18])([CH3:17])[CH3:16])([CH3:9])[CH3:10])=[N:6][CH:7]=1, predict the reactants needed to synthesize it. The reactants are: [Br:1][C:2]1[CH:3]=[CH:4][C:5]([C:8]([NH2:11])([CH3:10])[CH3:9])=[N:6][CH:7]=1.[C:12](O[C:12]([O:14][C:15]([CH3:18])([CH3:17])[CH3:16])=[O:13])([O:14][C:15]([CH3:18])([CH3:17])[CH3:16])=[O:13].